From a dataset of Full USPTO retrosynthesis dataset with 1.9M reactions from patents (1976-2016). Predict the reactants needed to synthesize the given product. Given the product [CH3:16][C:15]([S:12]([C:9]1[CH:10]=[C:11]2[C:6](=[CH:7][CH:8]=1)[N:5]=[CH:4][CH:3]=[C:2]2[NH:26][C:21]1[C:20]([CH3:19])=[C:24]([CH3:25])[NH:23][N:22]=1)(=[O:14])=[O:13])([CH3:18])[CH3:17], predict the reactants needed to synthesize it. The reactants are: Cl[C:2]1[C:11]2[C:6](=[CH:7][CH:8]=[C:9]([S:12]([C:15]([CH3:18])([CH3:17])[CH3:16])(=[O:14])=[O:13])[CH:10]=2)[N:5]=[CH:4][CH:3]=1.[CH3:19][C:20]1[C:21]([NH2:26])=[N:22][NH:23][C:24]=1[CH3:25].Cl.CC[NH+](CC)CC.CC[NH+](CC)CC.C([O-])([O-])=O.